Dataset: Catalyst prediction with 721,799 reactions and 888 catalyst types from USPTO. Task: Predict which catalyst facilitates the given reaction. (1) Reactant: [Br:1][C:2]1[CH:7]=[CH:6][C:5]([S:8](Cl)(=[O:10])=[O:9])=[CH:4][CH:3]=1.[CH:12]1([NH2:18])[CH2:17][CH2:16][CH2:15][CH2:14][CH2:13]1.C(N(CC)CC)C. Product: [Br:1][C:2]1[CH:7]=[CH:6][C:5]([S:8]([NH:18][CH:12]2[CH2:17][CH2:16][CH2:15][CH2:14][CH2:13]2)(=[O:10])=[O:9])=[CH:4][CH:3]=1. The catalyst class is: 22. (2) Reactant: Cl[C:2]1[C:7]([C:8]([O:10][CH2:11][CH3:12])=[O:9])=[CH:6][N:5]=[C:4]([C:13]2[CH:18]=[CH:17][CH:16]=[CH:15][CH:14]=2)[N:3]=1.[CH3:19][NH2:20]. Product: [CH3:19][NH:20][C:2]1[C:7]([C:8]([O:10][CH2:11][CH3:12])=[O:9])=[CH:6][N:5]=[C:4]([C:13]2[CH:18]=[CH:17][CH:16]=[CH:15][CH:14]=2)[N:3]=1. The catalyst class is: 41. (3) Reactant: [F:1][C:2]([F:12])([F:11])[O:3][C:4]1[CH:9]=[CH:8][CH:7]=[CH:6][C:5]=1[OH:10].S(Cl)([Cl:16])(=O)=O.C(=O)([O-])[O-].[Na+].[Na+].Cl. Product: [Cl:16][C:8]1[CH:7]=[CH:6][C:5]([OH:10])=[C:4]([O:3][C:2]([F:11])([F:12])[F:1])[CH:9]=1. The catalyst class is: 93. (4) Reactant: [NH:1]([CH2:5][CH2:6][OH:7])[CH2:2][CH2:3][OH:4].[CH2:8](Br)[C:9]1[CH:14]=[CH:13][CH:12]=[CH:11][CH:10]=1.C(=O)([O-])[O-].[K+].[K+]. Product: [CH2:8]([N:1]([CH2:5][CH2:6][OH:7])[CH2:2][CH2:3][OH:4])[C:9]1[CH:14]=[CH:13][CH:12]=[CH:11][CH:10]=1. The catalyst class is: 21. (5) Reactant: Br[C:2]1[CH:3]=[C:4]([O:9][C@@H:10]([C:12]2[CH:17]=[C:16]([F:18])[CH:15]=[CH:14][C:13]=2[N:19]2[N:23]=[CH:22][CH:21]=[N:20]2)[CH3:11])[C:5]([NH2:8])=[N:6][CH:7]=1.[F:24][C:25]1[C:30]([F:31])=[C:29](B(O)O)[CH:28]=[CH:27][N:26]=1.[F-].[Cs+]. Product: [F:24][C:25]1[C:30]([F:31])=[C:29]([C:2]2[CH:7]=[N:6][C:5]([NH2:8])=[C:4]([O:9][C@@H:10]([C:12]3[CH:17]=[C:16]([F:18])[CH:15]=[CH:14][C:13]=3[N:19]3[N:23]=[CH:22][CH:21]=[N:20]3)[CH3:11])[CH:3]=2)[CH:28]=[CH:27][N:26]=1. The catalyst class is: 24.